Dataset: Reaction yield outcomes from USPTO patents with 853,638 reactions. Task: Predict the reaction yield, written as a fraction of the theoretical maximum amount of product (1.0 means a 100% yield; for example, 0.34 means a 34% yield). The reactants are [CH3:1][C:2]1[CH:15]=[CH:14][C:5]([C:6]([C:8]2[CH:13]=[CH:12][CH:11]=[CH:10][CH:9]=2)=[O:7])=[CH:4][CH:3]=1.[Br:16]Br. The catalyst is C1C=CC=CC=1. The product is [Br:16][CH2:1][C:2]1[CH:15]=[CH:14][C:5]([C:6]([C:8]2[CH:13]=[CH:12][CH:11]=[CH:10][CH:9]=2)=[O:7])=[CH:4][CH:3]=1. The yield is 0.600.